From a dataset of NCI-60 drug combinations with 297,098 pairs across 59 cell lines. Regression. Given two drug SMILES strings and cell line genomic features, predict the synergy score measuring deviation from expected non-interaction effect. (1) Drug 1: CS(=O)(=O)OCCCCOS(=O)(=O)C. Drug 2: CC1=C(C(=O)C2=C(C1=O)N3CC4C(C3(C2COC(=O)N)OC)N4)N. Cell line: NCIH23. Synergy scores: CSS=53.0, Synergy_ZIP=1.16, Synergy_Bliss=0.543, Synergy_Loewe=-13.3, Synergy_HSA=4.24. (2) Cell line: HOP-62. Drug 2: CN(C)N=NC1=C(NC=N1)C(=O)N. Synergy scores: CSS=-13.5, Synergy_ZIP=4.26, Synergy_Bliss=-3.11, Synergy_Loewe=-10.4, Synergy_HSA=-12.0. Drug 1: C1CCN(CC1)CCOC2=CC=C(C=C2)C(=O)C3=C(SC4=C3C=CC(=C4)O)C5=CC=C(C=C5)O. (3) Drug 1: CC12CCC(CC1=CCC3C2CCC4(C3CC=C4C5=CN=CC=C5)C)O. Drug 2: C1=NC2=C(N=C(N=C2N1C3C(C(C(O3)CO)O)O)F)N. Cell line: NCIH23. Synergy scores: CSS=2.77, Synergy_ZIP=-3.68, Synergy_Bliss=-6.00, Synergy_Loewe=-7.79, Synergy_HSA=-7.59. (4) Cell line: SR. Synergy scores: CSS=62.4, Synergy_ZIP=3.11, Synergy_Bliss=-2.56, Synergy_Loewe=-4.34, Synergy_HSA=-5.73. Drug 2: CN1C(=O)N2C=NC(=C2N=N1)C(=O)N. Drug 1: C1CCN(CC1)CCOC2=CC=C(C=C2)C(=O)C3=C(SC4=C3C=CC(=C4)O)C5=CC=C(C=C5)O. (5) Drug 2: CS(=O)(=O)CCNCC1=CC=C(O1)C2=CC3=C(C=C2)N=CN=C3NC4=CC(=C(C=C4)OCC5=CC(=CC=C5)F)Cl. Synergy scores: CSS=-2.92, Synergy_ZIP=0.285, Synergy_Bliss=-3.24, Synergy_Loewe=-9.75, Synergy_HSA=-7.40. Cell line: RXF 393. Drug 1: CC1=CC=C(C=C1)C2=CC(=NN2C3=CC=C(C=C3)S(=O)(=O)N)C(F)(F)F. (6) Drug 1: CC12CCC3C(C1CCC2=O)CC(=C)C4=CC(=O)C=CC34C. Drug 2: C1C(C(OC1N2C=NC3=C2NC=NCC3O)CO)O. Cell line: SK-MEL-28. Synergy scores: CSS=35.1, Synergy_ZIP=4.55, Synergy_Bliss=4.59, Synergy_Loewe=2.89, Synergy_HSA=4.65. (7) Drug 1: C1=CC(=CC=C1CCCC(=O)O)N(CCCl)CCCl. Drug 2: CC1C(C(=O)NC(C(=O)N2CCCC2C(=O)N(CC(=O)N(C(C(=O)O1)C(C)C)C)C)C(C)C)NC(=O)C3=C4C(=C(C=C3)C)OC5=C(C(=O)C(=C(C5=N4)C(=O)NC6C(OC(=O)C(N(C(=O)CN(C(=O)C7CCCN7C(=O)C(NC6=O)C(C)C)C)C)C(C)C)C)N)C. Cell line: HOP-92. Synergy scores: CSS=31.0, Synergy_ZIP=-3.83, Synergy_Bliss=-1.98, Synergy_Loewe=-1.64, Synergy_HSA=-1.68.